This data is from Forward reaction prediction with 1.9M reactions from USPTO patents (1976-2016). The task is: Predict the product of the given reaction. (1) Given the reactants [O:1]1[CH2:3][C@@H:2]1[C@@H:4]([NH:12][C:13](=[O:19])[O:14][C:15]([CH3:18])([CH3:17])[CH3:16])[CH2:5][C:6]1[CH:11]=[CH:10][CH:9]=[CH:8][CH:7]=1.[NH4+:20].[OH-], predict the reaction product. The product is: [NH2:20][CH2:3][C@@H:2]([OH:1])[C@@H:4]([NH:12][C:13](=[O:19])[O:14][C:15]([CH3:18])([CH3:17])[CH3:16])[CH2:5][C:6]1[CH:11]=[CH:10][CH:9]=[CH:8][CH:7]=1. (2) Given the reactants [Br:1][C:2]1[CH:3]=[C:4]([N+:9]([O-:11])=[O:10])[C:5](O)=[N:6][CH:7]=1.P(Cl)([Cl:21])(OC1C=CC=CC=1)=O, predict the reaction product. The product is: [Br:1][C:2]1[CH:3]=[C:4]([N+:9]([O-:11])=[O:10])[C:5]([Cl:21])=[N:6][CH:7]=1.